Dataset: CYP1A2 inhibition data for predicting drug metabolism from PubChem BioAssay. Task: Regression/Classification. Given a drug SMILES string, predict its absorption, distribution, metabolism, or excretion properties. Task type varies by dataset: regression for continuous measurements (e.g., permeability, clearance, half-life) or binary classification for categorical outcomes (e.g., BBB penetration, CYP inhibition). Dataset: cyp1a2_veith. (1) The compound is CCC1Oc2ccccc2N(CC(=O)NCCCN2CCCCC2C)C1=O. The result is 0 (non-inhibitor). (2) The drug is Cc1ccccc1/C=C1\OC(=O)c2ccccc21. The result is 1 (inhibitor). (3) The result is 0 (non-inhibitor). The compound is COc1ccc(CC(=S)N2CCOCC2)cc1OC.